Dataset: Full USPTO retrosynthesis dataset with 1.9M reactions from patents (1976-2016). Task: Predict the reactants needed to synthesize the given product. (1) Given the product [CH3:1][CH2:2][C:3]1[C:24]([CH3:25])=[C:23]2[NH:26][C:4]=1[CH:5]=[C:6]1[N:10]=[C:9]([C:11]([CH:38]=[O:39])=[C:12]3[N:16]=[C:15]([CH:17]=[C:18]4[NH:27][C:21](=[CH:22]2)[C:20]([CH:28]=[CH2:29])=[C:19]4[CH3:30])[C@@H:14]([CH3:31])[C@@H:13]3[CH2:32][CH2:33][C:34]([OH:36])=[O:35])[C:8]([C:40]([OH:42])=[O:41])=[C:7]1[CH3:44], predict the reactants needed to synthesize it. The reactants are: [CH3:1][CH2:2][C:3]1[C:24]([CH3:25])=[C:23]2[NH:26][C:4]=1[CH:5]=[C:6]1[N:10]=[C:9]([C:11]([CH:38]=[O:39])=[C:12]3[N:16]=[C:15]([CH:17]=[C:18]4[NH:27][C:21](=[CH:22]2)[C:20]([CH:28]=[CH2:29])=[C:19]4[CH3:30])[C@@H:14]([CH3:31])[C@@H:13]3[CH2:32][CH2:33][C:34]([O:36]C)=[O:35])[C:8]([C:40]([O:42]C)=[O:41])=[C:7]1[CH3:44].Cl. (2) Given the product [C:21]([C:22]1[N:10]([OH:11])[C:9]([C:12]2[CH:13]=[CH:14][NH:15][C:26](=[O:29])[CH:27]=2)=[C:8]([C:5]2[CH:6]=[CH:7][C:2]([F:1])=[CH:3][CH:4]=2)[N:30]=1)([CH3:25])([CH3:24])[CH3:20], predict the reactants needed to synthesize it. The reactants are: [F:1][C:2]1[CH:7]=[CH:6][C:5]([C:8](=O)[C:9]([C:12]2C=C[N:15]=[C:14](F)[CH:13]=2)=[N:10][OH:11])=[CH:4][CH:3]=1.[CH3:20][C:21]([CH3:25])([CH3:24])[CH:22]=O.[C:26]([O-:29])(=O)[CH3:27].[NH4+:30]. (3) Given the product [OH:2][CH:1]([C:3]1[CH:4]=[CH:5][C:6]2[N:7]([C:9]([CH2:12][NH:13][C:14](=[O:20])[O:15][C:16]([CH3:17])([CH3:19])[CH3:18])=[N:10][N:11]=2)[N:8]=1)[CH3:21], predict the reactants needed to synthesize it. The reactants are: [CH:1]([C:3]1[CH:4]=[CH:5][C:6]2[N:7]([C:9]([CH2:12][NH:13][C:14](=[O:20])[O:15][C:16]([CH3:19])([CH3:18])[CH3:17])=[N:10][N:11]=2)[N:8]=1)=[O:2].[CH3:21][Mg]Br.[NH4+].[Cl-]. (4) The reactants are: [Br:1][C:2]1[CH:3]=[CH:4][C:5]([Cl:12])=[C:6]([CH:11]=1)[CH2:7][N:8]=[N+]=[N-].C1(P(C2C=CC=CC=2)C2C=CC=CC=2)C=CC=CC=1.[OH-].[NH4+].[OH-].[Na+].OS(O)(=O)=O. Given the product [Br:1][C:2]1[CH:3]=[CH:4][C:5]([Cl:12])=[C:6]([CH:11]=1)[CH2:7][NH2:8], predict the reactants needed to synthesize it. (5) The reactants are: C([O:8][C:9]1[CH:10]=[C:11]2[C:15](=[CH:16][CH:17]=1)[N:14]([C:18]1[CH:23]=[CH:22][C:21]([F:24])=[CH:20][CH:19]=1)[CH:13]=[CH:12]2)C1C=CC=CC=1. Given the product [F:24][C:21]1[CH:22]=[CH:23][C:18]([N:14]2[C:15]3[C:11](=[CH:10][C:9]([OH:8])=[CH:17][CH:16]=3)[CH:12]=[CH:13]2)=[CH:19][CH:20]=1, predict the reactants needed to synthesize it. (6) The reactants are: [CH2:1]([O:3][CH2:4][O:5][CH2:6][C@@H:7]([NH:13][C:14]([C:16]1[CH:21]=[CH:20][C:19]([I:22])=[CH:18][CH:17]=1)=[O:15])[CH2:8][CH2:9][C:10]([OH:12])=[O:11])[CH3:2].C(=O)([O-])[O-].[K+].[K+].[I-].[Na+].[CH2:31](Br)[CH:32]=[CH2:33]. Given the product [CH2:33]([O:11][C:10](=[O:12])[CH2:9][CH2:8][C@H:7]([NH:13][C:14]([C:16]1[CH:21]=[CH:20][C:19]([I:22])=[CH:18][CH:17]=1)=[O:15])[CH2:6][O:5][CH2:4][O:3][CH2:1][CH3:2])[CH:32]=[CH2:31], predict the reactants needed to synthesize it. (7) Given the product [CH2:76]([S:83][C:44]1[CH:53]=[C:52]2[C:47]([C:48]([C:55]3[CH:60]=[CH:59][C:58]([C:61]([F:64])([F:63])[F:62])=[CH:57][C:56]=3[O:65][CH3:66])=[N:49][C:50]([CH3:54])=[N:51]2)=[CH:46][CH:45]=1)[C:77]1[CH:82]=[CH:81][CH:80]=[CH:79][CH:78]=1, predict the reactants needed to synthesize it. The reactants are: CC1(C)C2C(=C(P(C3C=CC=CC=3)C3C=CC=CC=3)C=CC=2)OC2C(P(C3C=CC=CC=3)C3C=CC=CC=3)=CC=CC1=2.Br[C:44]1[CH:53]=[C:52]2[C:47]([C:48]([C:55]3[CH:60]=[CH:59][C:58]([C:61]([F:64])([F:63])[F:62])=[CH:57][C:56]=3[O:65][CH3:66])=[N:49][C:50]([CH3:54])=[N:51]2)=[CH:46][CH:45]=1.CCN(C(C)C)C(C)C.[CH2:76]([SH:83])[C:77]1[CH:82]=[CH:81][CH:80]=[CH:79][CH:78]=1. (8) Given the product [NH2:27][C:20]1[N:13]=[C:12]([CH2:11][CH:10]([CH3:15])[CH3:9])[N:14]=[C:22]([OH:23])[CH:21]=1, predict the reactants needed to synthesize it. The reactants are: [O-]CC.[Na+].C(O)(=O)C.[CH3:9][CH:10]([CH3:15])[CH2:11][C:12](=[NH:14])[NH2:13].Cl.C(O[C:20](=[NH:27])[CH2:21][C:22](OCC)=[O:23])C.Cl. (9) Given the product [F:1][C:2]1[CH:7]=[CH:6][CH:5]=[CH:4][C:3]=1[N:8]1[C:16]2[C:11](=[C:12]([N:17]3[CH2:21][CH2:20][N:19]([S:31]([CH3:30])(=[O:33])=[O:32])[C:18]3=[O:22])[CH:13]=[CH:14][CH:15]=2)[CH:10]=[N:9]1, predict the reactants needed to synthesize it. The reactants are: [F:1][C:2]1[CH:7]=[CH:6][CH:5]=[CH:4][C:3]=1[N:8]1[C:16]2[C:11](=[C:12]([N:17]3[CH2:21][CH2:20][NH:19][C:18]3=[O:22])[CH:13]=[CH:14][CH:15]=2)[CH:10]=[N:9]1.C(N(CC)CC)C.[CH3:30][S:31](Cl)(=[O:33])=[O:32].